From a dataset of Full USPTO retrosynthesis dataset with 1.9M reactions from patents (1976-2016). Predict the reactants needed to synthesize the given product. (1) Given the product [C:5]([C:4]1[CH:7]=[CH:8][C:9]([CH3:10])=[C:2]([B:16]([OH:21])[OH:17])[CH:3]=1)#[N:6], predict the reactants needed to synthesize it. The reactants are: Br[C:2]1[CH:3]=[C:4]([CH:7]=[CH:8][C:9]=1[CH3:10])[C:5]#[N:6].[Li]CCCC.[B:16](OC(C)C)([O:21]C(C)C)[O:17]C(C)C. (2) The reactants are: [CH3:1][O:2][C:3]1[C:4]([CH3:15])=[C:5]([C:9]([N+:12]([O-:14])=[O:13])=[CH:10][CH:11]=1)[C:6]([OH:8])=[O:7].[C:16]([O-])([O-])=O.[Cs+].[Cs+].IC.O. Given the product [CH3:16][O:7][C:6](=[O:8])[C:5]1[C:9]([N+:12]([O-:14])=[O:13])=[CH:10][CH:11]=[C:3]([O:2][CH3:1])[C:4]=1[CH3:15], predict the reactants needed to synthesize it. (3) Given the product [N:1]1([C:5]([CH:7]2[CH2:12][CH2:11][N:10]([CH:22]3[CH2:23][N:20]([CH:19]([C:13]4[CH:18]=[CH:17][CH:16]=[CH:15][CH:14]=4)[C:25]4[CH:30]=[CH:29][CH:28]=[CH:27][CH:26]=4)[CH2:21]3)[CH2:9][CH2:8]2)=[O:6])[CH2:2][CH2:3][CH2:4]1, predict the reactants needed to synthesize it. The reactants are: [N:1]1([C:5]([CH:7]2[CH2:12][CH2:11][NH:10][CH2:9][CH2:8]2)=[O:6])[CH2:4][CH2:3][CH2:2]1.[C:13]1([CH:19]([C:25]2[CH:30]=[CH:29][CH:28]=[CH:27][CH:26]=2)[N:20]2[CH2:23][C:22](=O)[CH2:21]2)[CH:18]=[CH:17][CH:16]=[CH:15][CH:14]=1.CO. (4) Given the product [C:1]([O:5][C:6](=[O:31])[NH:7][CH:8]1[CH2:13][CH2:12][CH:11]([NH:14][C:15]2[C:16]3[N:17]([C:21]([C:24]4[CH:29]=[CH:28][CH:27]=[C:26]([NH:40][CH2:39][C:34]5[CH:35]=[CH:36][S:32][CH:33]=5)[N:25]=4)=[CH:22][N:23]=3)[CH:18]=[CH:19][N:20]=2)[CH2:10][CH2:9]1)([CH3:4])([CH3:3])[CH3:2], predict the reactants needed to synthesize it. The reactants are: [C:1]([O:5][C:6](=[O:31])[NH:7][CH:8]1[CH2:13][CH2:12][CH:11]([NH:14][C:15]2[C:16]3[N:17]([C:21]([C:24]4[CH:29]=[CH:28][CH:27]=[C:26](Br)[N:25]=4)=[CH:22][N:23]=3)[CH:18]=[CH:19][N:20]=2)[CH2:10][CH2:9]1)([CH3:4])([CH3:3])[CH3:2].[S:32]1[CH:36]=[CH:35][C:34](NC)=[CH:33]1.[CH3:39][N:40](C1C(C2C(P(C3CCCCC3)C3CCCCC3)=CC=CC=2)=CC=CC=1)C.CC([O-])(C)C.[Na+]. (5) Given the product [CH3:5][CH:4]([CH3:31])[CH2:3][CH:2]=[CH:7][C@@H:9]1[CH2:13][C@@H:12]([O:14][CH:15]2[CH2:20][CH2:19][CH2:18][CH2:17][O:16]2)[CH2:11][N:10]1[C:21]([O:23][CH2:24][C:25]1[CH:30]=[CH:29][CH:28]=[CH:27][CH:26]=1)=[O:22], predict the reactants needed to synthesize it. The reactants are: [I-].[CH2:2]([Li])[CH2:3][CH2:4][CH3:5].[CH:7]([C@@H:9]1[CH2:13][C@@H:12]([O:14][CH:15]2[CH2:20][CH2:19][CH2:18][CH2:17][O:16]2)[CH2:11][N:10]1[C:21]([O:23][CH2:24][C:25]1[CH:30]=[CH:29][CH:28]=[CH:27][CH:26]=1)=[O:22])=O.[C:31](OCC)(=O)C. (6) Given the product [CH3:18][N:19]1[CH2:24][CH2:23][N:12]([C:4]2[CH2:3][C:2]([N:13]3[CH2:21][CH2:20][N:19]([CH3:18])[CH2:24][CH2:23]3)=[N:1][C:7]3[CH:8]=[CH:9][CH:10]=[CH:11][C:6]=3[N:5]=2)[CH2:21][CH2:20]1, predict the reactants needed to synthesize it. The reactants are: [N:1]1[C:7]2[CH:8]=[CH:9][CH:10]=[CH:11][C:6]=2[N:5]=[C:4]([NH2:12])[CH2:3][C:2]=1[NH2:13].CS(C)=O.[CH3:18][N:19]1[CH2:24][CH2:23]N[CH2:21][CH2:20]1. (7) Given the product [CH2:1]([C:8]1[CH:26]=[CH:25][C:11]([CH2:12][N:13]([C:14]2[CH:15]=[CH:16][C:17]([OH:24])=[C:18]([CH:23]=2)[C:19]([O:21][CH3:22])=[O:20])[C:32](=[O:33])[C:31]2[CH:35]=[CH:36][CH:37]=[C:29]([O:28][CH3:27])[CH:30]=2)=[CH:10][CH:9]=1)[CH2:2][CH2:3][CH2:4][CH2:5][CH2:6][CH3:7], predict the reactants needed to synthesize it. The reactants are: [CH2:1]([C:8]1[CH:26]=[CH:25][C:11]([CH2:12][NH:13][C:14]2[CH:15]=[CH:16][C:17]([OH:24])=[C:18]([CH:23]=2)[C:19]([O:21][CH3:22])=[O:20])=[CH:10][CH:9]=1)[CH2:2][CH2:3][CH2:4][CH2:5][CH2:6][CH3:7].[CH3:27][O:28][C:29]1[CH:30]=[C:31]([CH:35]=[CH:36][CH:37]=1)[C:32](Cl)=[O:33].C1(C2C=CC(CN(C3C=CC(O)=C(C=3)C(OC)=O)C(=O)C3C=CC(OC4C=CC=CC=4)=CC=3)=CC=2)CCCCC1. (8) Given the product [Cl:37][C:21]1[C:22]([NH:24][C:25]2[CH:30]=[CH:29][CH:28]=[CH:27][C:26]=2[S:31]([CH:34]([CH3:36])[CH3:35])(=[O:33])=[O:32])=[N:23][C:18]([NH:1][C:2]2[CH:16]=[CH:15][C:5]3[N:6]([CH3:14])[C:7](=[O:13])[CH2:8][CH2:9][C:10]([CH3:12])([CH3:11])[C:4]=3[CH:3]=2)=[N:19][CH:20]=1, predict the reactants needed to synthesize it. The reactants are: [NH2:1][C:2]1[CH:16]=[CH:15][C:5]2[N:6]([CH3:14])[C:7](=[O:13])[CH2:8][CH2:9][C:10]([CH3:12])([CH3:11])[C:4]=2[CH:3]=1.Cl[C:18]1[N:23]=[C:22]([NH:24][C:25]2[CH:30]=[CH:29][CH:28]=[CH:27][C:26]=2[S:31]([CH:34]([CH3:36])[CH3:35])(=[O:33])=[O:32])[C:21]([Cl:37])=[CH:20][N:19]=1. (9) Given the product [Br:41][CH2:2][CH2:3][O:4][C:5]1[CH:6]=[CH:7][C:8]([C:25]2[NH:34][C:33](=[O:35])[C:32]3[C:27](=[CH:28][C:29]([O:38][CH3:39])=[CH:30][C:31]=3[O:36][CH3:37])[N:26]=2)=[N:9][C:10]=1[C:11]1[CH:16]=[CH:15][C:14]([S:17]([CH3:20])(=[O:19])=[O:18])=[CH:13][C:12]=1[C:21]([F:24])([F:23])[F:22], predict the reactants needed to synthesize it. The reactants are: O[CH2:2][CH2:3][O:4][C:5]1[CH:6]=[CH:7][C:8]([C:25]2[NH:34][C:33](=[O:35])[C:32]3[C:27](=[CH:28][C:29]([O:38][CH3:39])=[CH:30][C:31]=3[O:36][CH3:37])[N:26]=2)=[N:9][C:10]=1[C:11]1[CH:16]=[CH:15][C:14]([S:17]([CH3:20])(=[O:19])=[O:18])=[CH:13][C:12]=1[C:21]([F:24])([F:23])[F:22].P(Br)(Br)[Br:41].C([O-])([O-])=O.[Na+].[Na+].